This data is from Experimentally validated miRNA-target interactions with 360,000+ pairs, plus equal number of negative samples. The task is: Binary Classification. Given a miRNA mature sequence and a target amino acid sequence, predict their likelihood of interaction. The miRNA is hsa-miR-1293 with sequence UGGGUGGUCUGGAGAUUUGUGC. The protein sequence of the target gene is MAQRAFPNPYADYNKSLAENYFDSTGRLTPEFSHRLTNKIRELLQQMERGLKSADPRDGTGYTGWAGIAVLYLHLHNVFGDPAYLQMAHSYVKQSLNCLSRRSITFLCGDAGPLAVAAVLYHKMNSEKQAEECITRLIHLNKIDPHVPNEMLYGRIGYIFALLFVNKNFGEEKIPQSHIQQICENILTSGENLSRKRNLAAKSPLMYEWYQEYYVGAAHGLAGIYYYLMQPSLQVNQGKLHSLVKPSVDFVCRLKFPSGNYPPCLDDTRDLLVHWCHGAPGVIYMLIQAYKVFKEERYLC.... Result: 0 (no interaction).